This data is from Reaction yield outcomes from USPTO patents with 853,638 reactions. The task is: Predict the reaction yield, written as a fraction of the theoretical maximum amount of product (1.0 means a 100% yield; for example, 0.34 means a 34% yield). (1) The reactants are [C:1]1([C:7]2[C:8]3[C:13]([CH:14]=[C:15]4[C:20]=2[CH:19]=[CH:18][CH:17]=[CH:16]4)=[CH:12][CH:11]=[CH:10][CH:9]=3)[CH:6]=[CH:5][CH:4]=[CH:3][CH:2]=1.[Br:21]Br.S([O-])([O-])(=O)=S.[Na+].[Na+]. The catalyst is C(Cl)(Cl)(Cl)Cl. The product is [Br:21][C:14]1[C:15]2[C:20]([C:7]([C:1]3[CH:2]=[CH:3][CH:4]=[CH:5][CH:6]=3)=[C:8]3[C:13]=1[CH:12]=[CH:11][CH:10]=[CH:9]3)=[CH:19][CH:18]=[CH:17][CH:16]=2. The yield is 0.890. (2) The reactants are [CH2:1]([N:8]([C@@H:13]([CH:15]1[CH2:18][CH2:17][CH2:16]1)[CH3:14])[C:9](=[O:12])[CH2:10]Br)[C:2]1[CH:7]=[CH:6][CH:5]=[CH:4][CH:3]=1.[N-:19]=[N+:20]=[N-:21].[Na+]. The catalyst is CS(C)=O.O. The product is [N:19]([CH2:10][C:9]([N:8]([CH2:1][C:2]1[CH:7]=[CH:6][CH:5]=[CH:4][CH:3]=1)[C@@H:13]([CH:15]1[CH2:18][CH2:17][CH2:16]1)[CH3:14])=[O:12])=[N+:20]=[N-:21]. The yield is 0.830. (3) The reactants are C([O:8][C:9]1[CH:10]=[CH:11][C:12]([C@@H:20]([O:70][Si:71]([C:74]([CH3:77])([CH3:76])[CH3:75])([CH3:73])[CH3:72])[CH2:21][NH:22][CH2:23][CH2:24][C:25]2[CH:69]=[CH:68][C:28]([O:29][CH2:30][CH2:31][N:32]([CH3:67])[C:33]([C:35]3[CH:36]=[C:37]([S:41]([C:44]4[CH:45]=[C:46]5[C:51](=[C:52]([CH3:54])[CH:53]=4)[N:50]=[CH:49][C:48]([C:55]([NH2:57])=[O:56])=[C:47]5[NH:58][C:59]4[CH:64]=[CH:63][CH:62]=[C:61]([O:65][CH3:66])[CH:60]=4)(=[O:43])=[O:42])[CH:38]=[CH:39][CH:40]=3)=[O:34])=[CH:27][CH:26]=2)=[C:13]2[C:18]=1[NH:17][C:16](=[O:19])[CH:15]=[CH:14]2)C1C=CC=CC=1. The catalyst is CO. The product is [Si:71]([O:70][C@H:20]([C:12]1[CH:11]=[CH:10][C:9]([OH:8])=[C:18]2[C:13]=1[CH:14]=[CH:15][C:16](=[O:19])[NH:17]2)[CH2:21][NH:22][CH2:23][CH2:24][C:25]1[CH:69]=[CH:68][C:28]([O:29][CH2:30][CH2:31][N:32]([CH3:67])[C:33]([C:35]2[CH:36]=[C:37]([S:41]([C:44]3[CH:45]=[C:46]4[C:51](=[C:52]([CH3:54])[CH:53]=3)[N:50]=[CH:49][C:48]([C:55]([NH2:57])=[O:56])=[C:47]4[NH:58][C:59]3[CH:64]=[CH:63][CH:62]=[C:61]([O:65][CH3:66])[CH:60]=3)(=[O:43])=[O:42])[CH:38]=[CH:39][CH:40]=2)=[O:34])=[CH:27][CH:26]=1)([C:74]([CH3:77])([CH3:75])[CH3:76])([CH3:72])[CH3:73]. The yield is 0.450.